This data is from Full USPTO retrosynthesis dataset with 1.9M reactions from patents (1976-2016). The task is: Predict the reactants needed to synthesize the given product. (1) Given the product [Cl:17][C:14]1[CH:15]=[CH:16][C:11]([C:9]2[N:10]=[C:5]3[CH:4]=[CH:3][C:2]([C:24]4[CH:25]=[C:20]([CH2:19][OH:18])[CH:21]=[CH:22][CH:23]=4)=[CH:7][N:6]3[CH:8]=2)=[CH:12][CH:13]=1, predict the reactants needed to synthesize it. The reactants are: Br[C:2]1[CH:3]=[CH:4][C:5]2[N:6]([CH:8]=[C:9]([C:11]3[CH:16]=[CH:15][C:14]([Cl:17])=[CH:13][CH:12]=3)[N:10]=2)[CH:7]=1.[OH:18][CH2:19][C:20]1[CH:21]=[C:22](B(O)O)[CH:23]=[CH:24][CH:25]=1.C1(C)C=CC=CC=1.C(=O)([O-])[O-].[Na+].[Na+]. (2) Given the product [C:1]([O:5][C:6](=[O:13])[N:7]([CH3:15])[CH2:8][CH2:9][CH2:10][C:11]#[CH:12])([CH3:4])([CH3:3])[CH3:2], predict the reactants needed to synthesize it. The reactants are: [C:1]([O:5][C:6](=[O:13])[NH:7][CH2:8][CH2:9][CH2:10][C:11]#[CH:12])([CH3:4])([CH3:3])[CH3:2].O1CCC[CH2:15]1.[H-].[Na+].CI. (3) Given the product [C:11]([O:15][C:16](=[O:19])[CH2:17][O:8][CH2:7][C:2]1[CH:3]=[CH:4][CH:5]=[CH:6][N:1]=1)([CH3:14])([CH3:13])[CH3:12], predict the reactants needed to synthesize it. The reactants are: [N:1]1[CH:6]=[CH:5][CH:4]=[CH:3][C:2]=1[CH2:7][OH:8].[H-].[Na+].[C:11]([O:15][C:16](=[O:19])[CH2:17]Br)([CH3:14])([CH3:13])[CH3:12].O. (4) The reactants are: [Cl:1][C:2]1[CH:3]=[C:4]([CH:13]=[CH:14][C:15]=1[F:16])[CH2:5][N:6]1[CH2:11][CH2:10][CH:9]=[CH:8][C:7]1=[O:12].[C-:17]#[N:18].[K+]. Given the product [Cl:1][C:2]1[CH:3]=[C:4]([CH:13]=[CH:14][C:15]=1[F:16])[CH2:5][N:6]1[CH2:11][CH2:10][C:9]([C:17]#[N:18])=[CH:8][C:7]1=[O:12], predict the reactants needed to synthesize it. (5) Given the product [F:10][C:11]1[CH:16]=[CH:15][CH:14]=[CH:13][C:12]=1[N:17]1[C:25]2[C:20](=[C:21]([N:26]3[CH2:33][C@@H:32]4[C@@H:28]([CH2:29][N:30]([C:68]([CH:38]5[CH2:37][CH2:36][O:35][CH2:39]5)=[O:67])[CH2:31]4)[C:27]3=[O:34])[CH:22]=[CH:23][CH:24]=2)[CH:19]=[N:18]1, predict the reactants needed to synthesize it. The reactants are: C(N(C(C)C)C(C)C)C.[F:10][C:11]1[CH:16]=[CH:15][CH:14]=[CH:13][C:12]=1[N:17]1[C:25]2[C:20](=[C:21]([N:26]3[CH2:33][C@@H:32]4[C@@H:28]([CH2:29][NH:30][CH2:31]4)[C:27]3=[O:34])[CH:22]=[CH:23][CH:24]=2)[CH:19]=[N:18]1.[O:35]1[CH2:39][CH2:38][CH2:37][CH:36]1C(O)=O.F[P-](F)(F)(F)(F)F.CN(C(N1C2C(=NC=CC=2)[N+]([O-])=N1)=[N+](C)C)C.[O:67]1CCC[CH2:68]1. (6) Given the product [Cl:1][C:2]1[CH:3]=[C:4]([N:5]2[CH:33]=[C:23]([CH2:22][OH:21])[N:24]=[CH:27]2)[CH:6]=[CH:7][C:8]=1[S:9][C:10]([F:13])([F:11])[F:12], predict the reactants needed to synthesize it. The reactants are: [Cl:1][C:2]1[CH:3]=[C:4]([CH:6]=[CH:7][C:8]=1[S:9][C:10]([F:13])([F:12])[F:11])[NH2:5].C([O:21][CH2:22][CH3:23])(OCC)OCC.[N+:24]([CH2:27]C(OCC)=O)([O-])=O.[C:33](O)(=O)C. (7) Given the product [Cl:23][C:24]1[CH:25]=[C:26]([CH2:31][S:32]([NH:35][C:36]2[C:41]([OH:42])=[N:40][C:39]([S:44]([CH3:47])(=[O:46])=[O:45])=[CH:38][N:37]=2)(=[O:33])=[O:34])[CH:27]=[C:28]([Cl:30])[CH:29]=1, predict the reactants needed to synthesize it. The reactants are: ClC1N=NC(NS(CC2C=C(C#N)C=CC=2Cl)(=O)=O)=C(O)C=1.[Cl:23][C:24]1[CH:25]=[C:26]([CH2:31][S:32]([NH:35][C:36]2[C:41]([O:42]C)=[N:40][C:39]([S:44]([CH3:47])(=[O:46])=[O:45])=[CH:38][N:37]=2)(=[O:34])=[O:33])[CH:27]=[C:28]([Cl:30])[CH:29]=1.ClC1N=NC(NS(CC2C=C(C#N)C=CC=2Cl)(=O)=O)=C(OC)C=1. (8) Given the product [O:19]=[S:11]1(=[O:20])[C:12]2[CH:18]=[CH:17][CH:16]=[CH:15][C:13]=2[NH:14][C:9]([C:6]2[C:7](=[O:8])[N:2]([N:1]=[C:26]([CH3:25])[CH2:27][CH2:28][CH3:29])[C:3]3[CH:24]=[CH:23][S:22][C:4]=3[C:5]=2[OH:21])=[N:10]1, predict the reactants needed to synthesize it. The reactants are: [NH2:1][N:2]1[C:7](=[O:8])[C:6]([C:9]2[NH:14][C:13]3[CH:15]=[CH:16][CH:17]=[CH:18][C:12]=3[S:11](=[O:20])(=[O:19])[N:10]=2)=[C:5]([OH:21])[C:4]2[S:22][CH:23]=[CH:24][C:3]1=2.[CH3:25][C:26](=O)[CH2:27][CH2:28][CH3:29].